Task: Predict the reactants needed to synthesize the given product.. Dataset: Full USPTO retrosynthesis dataset with 1.9M reactions from patents (1976-2016) (1) Given the product [CH3:34][N:33]([CH3:32])[CH2:35][C:36]([N:38]1[C:47]2[C:42](=[CH:43][C:44]([CH3:49])=[C:45]([NH:48][C:3]3[N:16]=[C:7]([NH:8][C:9]4[CH:10]=[CH:11][CH:12]=[C:13]([F:18])[C:14]=4[C:15]([NH2:50])=[O:17])[C:6]4[CH:19]=[CH:20][N:21]([S:22]([C:25]5[CH:30]=[CH:29][C:28]([CH3:31])=[CH:27][CH:26]=5)(=[O:24])=[O:23])[C:5]=4[N:4]=3)[CH:46]=2)[CH2:41][CH2:40][CH2:39]1)=[O:37], predict the reactants needed to synthesize it. The reactants are: Cl.Cl[C:3]1[N:16]2[C:7](=[N:8][C:9]3[C:14]([C:15]2=[O:17])=[C:13]([F:18])[CH:12]=[CH:11][CH:10]=3)[C:6]2[CH:19]=[CH:20][N:21]([S:22]([C:25]3[CH:30]=[CH:29][C:28]([CH3:31])=[CH:27][CH:26]=3)(=[O:24])=[O:23])[C:5]=2[N:4]=1.[CH3:32][N:33]([CH2:35][C:36]([N:38]1[C:47]2[C:42](=[CH:43][C:44]([CH3:49])=[C:45]([NH2:48])[CH:46]=2)[CH2:41][CH2:40][CH2:39]1)=[O:37])[CH3:34].[NH4+:50].[OH-].CCOC(C)=O. (2) The reactants are: [C:1]1(B(O)O)[CH:6]=[CH:5][CH:4]=[CH:3][CH:2]=1.C(=O)([O-])[O-].[Na+].[Na+].Br[C:17]1[C:25]2[C:21](=[CH:22][N:23]([CH3:26])[N:24]=2)[CH:20]=[C:19]([N+:27]([O-:29])=[O:28])[CH:18]=1. Given the product [CH3:26][N:23]1[CH:22]=[C:21]2[C:25]([C:17]([C:1]3[CH:6]=[CH:5][CH:4]=[CH:3][CH:2]=3)=[CH:18][C:19]([N+:27]([O-:29])=[O:28])=[CH:20]2)=[N:24]1, predict the reactants needed to synthesize it. (3) Given the product [Br:22][C:23]1[CH:24]=[CH:25][C:26]([F:29])=[C:27]([C:9]2[CH:10]=[CH:11][C:6]([S:3]([CH2:1][CH3:2])(=[O:4])=[O:5])=[CH:7][C:8]=2[F:21])[CH:28]=1, predict the reactants needed to synthesize it. The reactants are: [CH2:1]([S:3]([C:6]1[CH:11]=[CH:10][C:9](B2OC(C)(C)C(C)(C)O2)=[C:8]([F:21])[CH:7]=1)(=[O:5])=[O:4])[CH3:2].[Br:22][C:23]1[CH:28]=[CH:27][C:26]([F:29])=[C:25](I)[CH:24]=1.C([O-])([O-])=O.[Na+].[Na+]. (4) The reactants are: Cl.[NH:2]=[C:3](OC)[C:4]1[CH:13]=[CH:12][C:7]([C:8]([O:10][CH3:11])=[O:9])=[CH:6][CH:5]=1.Cl.[F:17][C:18]([F:29])([F:28])[O:19][C:20]1[CH:25]=[CH:24][C:23]([NH:26][NH2:27])=[CH:22][CH:21]=1.N1C=CC=C[CH:31]=1. Given the product [F:17][C:18]([F:28])([F:29])[O:19][C:20]1[CH:21]=[CH:22][C:23]([N:26]2[CH:31]=[N:2][C:3]([C:4]3[CH:5]=[CH:6][C:7]([C:8]([O:10][CH3:11])=[O:9])=[CH:12][CH:13]=3)=[N:27]2)=[CH:24][CH:25]=1, predict the reactants needed to synthesize it. (5) Given the product [Cl:27][C:4]1[CH:5]=[C:6]([C:8]2([C:23]([F:24])([F:25])[F:26])[CH2:12][N:11]=[C:10]([C:13]3[CH:21]=[CH:20][C:16]([C:17]([NH:66][CH:64]4[CH2:65][S:62][CH2:63]4)=[O:18])=[C:15]([CH3:22])[CH:14]=3)[CH2:9]2)[CH:7]=[C:2]([Cl:1])[N:3]=1, predict the reactants needed to synthesize it. The reactants are: [Cl:1][C:2]1[CH:7]=[C:6]([C:8]2([C:23]([F:26])([F:25])[F:24])[CH2:12][N:11]=[C:10]([C:13]3[CH:21]=[CH:20][C:16]([C:17](O)=[O:18])=[C:15]([CH3:22])[CH:14]=3)[CH2:9]2)[CH:5]=[C:4]([Cl:27])[N:3]=1.F[P-](F)(F)(F)(F)F.N1(OC(N(C)C)=[N+](C)C)C2C=CC=CC=2N=N1.C(N(CC)C(C)C)(C)C.Cl.[S:62]1[CH2:65][CH:64]([NH2:66])[CH2:63]1.